The task is: Binary Classification. Given a miRNA mature sequence and a target amino acid sequence, predict their likelihood of interaction.. This data is from Experimentally validated miRNA-target interactions with 360,000+ pairs, plus equal number of negative samples. (1) The miRNA is mmu-miR-5119 with sequence CAUCUCAUCCUGGGGCUGG. The protein sequence of the target gene is MLRDSLKSWNDSQSDLCSSDQEEEEEMVFGENEDGLEEMMDLSDLPTSLFACSVHEAVFEVQEQKERFEALFTLYDDQVTFQLFKSFRRVRINFSKPEAAARARIELHESEFHGRKLKLYFAQVQVSGEARDKSYLLPPQPTKQFLISPPASPPVGWKQSEDAMPVINYDLLCAVSKLGPGEKYELHAGTESTPSVVVHVCESETEEEEDTKNPKQKITQTRRPEAPTAALSERLDCAL. Result: 1 (interaction). (2) The miRNA is hsa-miR-4538 with sequence GAGCUUGGAUGAGCUGGGCUGA. The protein sequence of the target gene is MALVFSALLLLGLCGKISSEGQPAFHNTPGAMNYELPTTKYETQDTFNAGIVGPLYKMVHIFLSVVQPNDFPLDLIKKLIQNKKFDISVDSKEPEIIVLALKIALYEIGVLICAILGLLFIILMPLVGCFFCMCRCCNKCGGEMHQRQKQNAPCRRKCLGLSLLVICLLMSLGIIYGFVANQQTRTRIKGTQKLAKSNFRDFQTLLTETPKQIDYVVEQYTNTKNKAFSDLDGIGSVLGGRIKDQLKPKVTPVLEEIKAMATAIKQTKDALQNMSSSLKSLQDAATQLNTNLSSVRNSIE.... Result: 0 (no interaction). (3) The miRNA is hsa-miR-4524b-3p with sequence GAGACAGGUUCAUGCUGCUA. The protein sequence of the target gene is MSAAGAGAGVEAGFSSEELLSLRFPLHRACRDGDLATLCSLLQQTPHAHLASEDSFYGWTPVHWAAHFGKLECLVQLVRAGATLNVSTTRYAQTPAHIAAFGGHPQCLVWLIQAGANINKPDCEGETPIHKAARSGSLECISALVANGAHVDLRNASGLTAADIAQTQGFQECAQFLLNLQNCHLNHFYNNGILNGGHQNVFPNHISVGTNRKRCLEDSEDFGVKKARTEAQSLDSAVPLTNGDTEDDADKMHVDREFAVVTDMKNSSSVSNTLTNGCVINGHLDFPSTTPLSGMESRNG.... Result: 0 (no interaction). (4) The miRNA is mmu-miR-3074-5p with sequence GUUCCUGCUGAACUGAGCCAGU. The protein sequence of the target gene is MAVDLLAARGTEPVTFRDVAVSFSQDEWLHLDPAQRSLYREVMLENYSNLASLGFQASIPPVIGKLQKGQDPCMEREAPEDTCLDFEIWPEIEALPPKQDVLTKETSHGLIKNGSTKCVYWKISFGELVKTECRDIAQEQEKKVHGPGAESPKETTSEDGTPTGFEPEKPLFISKALVSQEGDPTESVPATYHTSEKDLPQDFDLMRSFQMYPGQKPHVCSECGKGFTQSLHLLEHKRLHTGEKPYKCSECGKSFSHRSSLLAHQRTHTGEKPYKCSECEKAFGSSSTLIKHLRVHTGEK.... Result: 0 (no interaction). (5) The miRNA is hsa-miR-335-5p with sequence UCAAGAGCAAUAACGAAAAAUGU. The protein sequence of the target gene is MLRRILQRTPGRVGSQGSDLDSSATPINTVDVNNESSSEGFICPQCMKSLGSADELFKHYEAVHDAGNDSGHGGESNLALKRDDVTLLRQEVQDLQASLKEEKWYSEELKKELEKYQGLQQQEAKPDGLVTDSSAELQSLEQQLEEAQTENFNIKQMKDLFEQKAAQLATEIADIKSKYDEERSLREAAEQKVTRLTEELNKEATVIQDLKTELLQRPGIEDVAVLKKELVQVQTLMDNMTLERERESEKLKDECKKLQSQYASSEATISQLRSELAKGPQEVAVYVQELQKLKSSVNEL.... Result: 1 (interaction).